Dataset: Reaction yield outcomes from USPTO patents with 853,638 reactions. Task: Predict the reaction yield, written as a fraction of the theoretical maximum amount of product (1.0 means a 100% yield; for example, 0.34 means a 34% yield). (1) The reactants are [Si:1]([O:18][CH2:19][C:20]([F:24])([F:23])[CH2:21][OH:22])([C:14]([CH3:17])([CH3:16])[CH3:15])([C:8]1[CH:13]=[CH:12][CH:11]=[CH:10][CH:9]=1)[C:2]1[CH:7]=[CH:6][CH:5]=[CH:4][CH:3]=1.N1C(C)=CC=CC=1C.[O:33](S(C(F)(F)F)(=O)=O)[S:34]([C:37]([F:40])([F:39])[F:38])(=O)=[O:35]. The catalyst is C(Cl)Cl. The product is [F:38][C:37]([F:40])([F:39])[S:34]([O:22][CH2:21][C:20]([F:23])([F:24])[CH2:19][O:18][Si:1]([C:14]([CH3:17])([CH3:15])[CH3:16])([C:8]1[CH:13]=[CH:12][CH:11]=[CH:10][CH:9]=1)[C:2]1[CH:3]=[CH:4][CH:5]=[CH:6][CH:7]=1)(=[O:35])=[O:33]. The yield is 0.910. (2) The yield is 0.550. The product is [C:53]([O:56][CH2:57][C:58]1[C:59]([N:73]2[CH2:85][CH2:84][N:76]3[C:77]4[CH2:78][CH2:79][CH2:80][CH2:81][C:82]=4[CH:83]=[C:75]3[C:74]2=[O:86])=[N:60][CH:61]=[CH:62][C:63]=1[C:88]1[CH:89]=[C:90]([NH:96][C:97]2[CH:105]=[C:100]3[CH2:101][O:102][CH2:103][CH2:104][N:99]3[N:98]=2)[C:91](=[O:95])[N:92]([CH3:94])[N:93]=1)(=[O:55])[CH3:54]. No catalyst specified. The reactants are C(OCC1C(N2CCN3C4CCCCC=4C=C3C2=O)=NC=CC=1C1C=C(NC2C=CC(N3CCN(C4COC4)C[C@@H]3CC)=CN=2)C(=O)N(C)C=1)(=O)C.[C:53]([O:56][CH2:57][C:58]1[C:59]([N:73]2[CH2:85][CH2:84][N:76]3[C:77]4[CH2:78][CH2:79][CH2:80][CH2:81][C:82]=4[CH:83]=[C:75]3[C:74]2=[O:86])=[N:60][CH:61]=[CH:62][C:63]=1B1OC(C)(C)C(C)(C)O1)(=[O:55])[CH3:54].Cl[C:88]1[CH:89]=[C:90]([NH:96][C:97]2[CH:105]=[C:100]3[CH2:101][O:102][CH2:103][CH2:104][N:99]3[N:98]=2)[C:91](=[O:95])[N:92]([CH3:94])[N:93]=1. (3) The reactants are [F:1][C:2]1[CH:7]=[CH:6][C:5]([C:8]2[N:12]=[N:11][N:10]([CH3:13])[C:9]=2[CH2:14][O:15][C:16]2[N:21]=[N:20][C:19]([C:22](O)=[O:23])=[CH:18][CH:17]=2)=[CH:4][CH:3]=1.[NH2:25][C:26]([CH3:30])([CH3:29])[CH2:27][OH:28]. No catalyst specified. The product is [OH:28][CH2:27][C:26]([NH:25][C:22]([C:19]1[N:20]=[N:21][C:16]([O:15][CH2:14][C:9]2[N:10]([CH3:13])[N:11]=[N:12][C:8]=2[C:5]2[CH:6]=[CH:7][C:2]([F:1])=[CH:3][CH:4]=2)=[CH:17][CH:18]=1)=[O:23])([CH3:30])[CH3:29]. The yield is 0.400. (4) The reactants are [NH:1]1[CH2:6][CH2:5][NH:4][CH2:3][C:2]1=[O:7].[CH:8]1([C:11]2[N:16]=[C:15]([C:17]([NH:19][C:20]3[CH:28]=[N:27][CH:26]=[CH:25][C:21]=3[C:22](O)=[O:23])=[O:18])[C:14]([NH:29][C:30]3[CH:31]=[N:32][CH:33]=[N:34][CH:35]=3)=[CH:13][CH:12]=2)[CH2:10][CH2:9]1. No catalyst specified. The product is [O:7]=[C:2]1[NH:1][CH2:6][CH2:5][N:4]([C:22]([C:21]2[CH:25]=[CH:26][N:27]=[CH:28][C:20]=2[NH:19][C:17]([C:15]2[C:14]([NH:29][C:30]3[CH:31]=[N:32][CH:33]=[N:34][CH:35]=3)=[CH:13][CH:12]=[C:11]([CH:8]3[CH2:10][CH2:9]3)[N:16]=2)=[O:18])=[O:23])[CH2:3]1. The yield is 0.140. (5) The catalyst is CN(C)C=O. The yield is 0.580. The product is [CH3:13][N:14]([CH:16]=[CH:1][C:2](=[O:10])[CH2:3][CH2:4][CH2:5][CH2:6][CH2:7][CH2:8][CH3:9])[CH3:15]. The reactants are [CH3:1][C:2](=[O:10])[CH2:3][CH2:4][CH2:5][CH2:6][CH2:7][CH2:8][CH3:9].CO[CH:13](OC)[N:14]([CH3:16])[CH3:15].